The task is: Predict the reactants needed to synthesize the given product.. This data is from Full USPTO retrosynthesis dataset with 1.9M reactions from patents (1976-2016). (1) Given the product [C:1]([N:9]1[CH2:14][CH2:13][N:12]([C:15](=[O:28])[C:16]([C:18]2[C:26]3[C:21](=[C:22]([C:35]4[CH:34]=[CH:33][C:32]5[O:31][CH2:30][O:38][C:37]=5[CH:36]=4)[N:23]=[CH:24][CH:25]=3)[NH:20][CH:19]=2)=[O:17])[CH:11]([CH3:29])[CH2:10]1)(=[O:8])[C:2]1[CH:7]=[CH:6][CH:5]=[CH:4][CH:3]=1, predict the reactants needed to synthesize it. The reactants are: [C:1]([N:9]1[CH2:14][CH2:13][N:12]([C:15](=[O:28])[C:16]([C:18]2[C:26]3[C:21](=[C:22](Cl)[N:23]=[CH:24][CH:25]=3)[NH:20][CH:19]=2)=[O:17])[CH:11]([CH3:29])[CH2:10]1)(=[O:8])[C:2]1[CH:7]=[CH:6][CH:5]=[CH:4][CH:3]=1.[CH2:30]1[O:38][C:37]2[CH:36]=[CH:35][C:34](B(O)O)=[CH:33][C:32]=2[O:31]1. (2) Given the product [CH3:11][C:10]([CH3:13])([CH3:12])[CH2:9][O:8][C:5]1[CH:6]=[CH:7][C:2]([B:15]([OH:20])[OH:16])=[CH:3][C:4]=1[F:14], predict the reactants needed to synthesize it. The reactants are: Br[C:2]1[CH:7]=[CH:6][C:5]([O:8][CH2:9][C:10]([CH3:13])([CH3:12])[CH3:11])=[C:4]([F:14])[CH:3]=1.[B:15](OC(C)C)([O:20]C(C)C)[O:16]C(C)C.C([Li])CCC.